Task: Predict the product of the given reaction.. Dataset: Forward reaction prediction with 1.9M reactions from USPTO patents (1976-2016) (1) Given the reactants Br[C:2]1[CH:3]=[C:4]2[C:9](=[CH:10][CH:11]=1)[N:8]=[CH:7][C:6]([C:12](=[O:16])[CH:13]([CH3:15])[CH3:14])=[C:5]2[N:17]1[CH2:22][CH2:21][CH:20]([CH2:23][N:24]2[CH2:28][CH2:27][CH2:26][CH2:25]2)[CH2:19][CH2:18]1.[Cl:29][C:30]1[CH:31]=[C:32](B(O)O)[CH:33]=[CH:34][C:35]=1[OH:36], predict the reaction product. The product is: [Cl:29][C:30]1[CH:31]=[C:32]([C:2]2[CH:3]=[C:4]3[C:9](=[CH:10][CH:11]=2)[N:8]=[CH:7][C:6]([C:12](=[O:16])[CH:13]([CH3:15])[CH3:14])=[C:5]3[N:17]2[CH2:18][CH2:19][CH:20]([CH2:23][N:24]3[CH2:25][CH2:26][CH2:27][CH2:28]3)[CH2:21][CH2:22]2)[CH:33]=[CH:34][C:35]=1[OH:36]. (2) Given the reactants Br[CH2:2][C:3]1[CH:4]=[CH:5][C:6]([C:9]2[CH:14]=[C:13]([O:15][C:16]([F:19])([F:18])[F:17])[CH:12]=[CH:11][C:10]=2[S:20]([NH:23][C:24]([CH3:27])([CH3:26])[CH3:25])(=[O:22])=[O:21])=[N:7][CH:8]=1.[CH3:28][N:29]1[CH2:34][CH2:33][NH:32][CH2:31][CH2:30]1.C([O-])([O-])=O.[K+].[K+], predict the reaction product. The product is: [C:24]([NH:23][S:20]([C:10]1[CH:11]=[CH:12][C:13]([O:15][C:16]([F:19])([F:17])[F:18])=[CH:14][C:9]=1[C:6]1[CH:5]=[CH:4][C:3]([CH2:2][N:32]2[CH2:33][CH2:34][N:29]([CH3:28])[CH2:30][CH2:31]2)=[CH:8][N:7]=1)(=[O:21])=[O:22])([CH3:26])([CH3:25])[CH3:27]. (3) Given the reactants [C:1]1([C:7]2[N:11]=[C:10]([N:12]3[CH2:17][CH2:16][NH:15][CH2:14][CH2:13]3)[S:9][N:8]=2)[CH:6]=[CH:5][CH:4]=[CH:3][CH:2]=1.[O:18]1[CH2:20][CH:19]1[CH2:21]OS(C1C=CC=C([N+]([O-])=O)C=1)(=O)=O, predict the reaction product. The product is: [O:18]1[CH2:20][CH:19]1[CH2:21][N:15]1[CH2:16][CH2:17][N:12]([C:10]2[S:9][N:8]=[C:7]([C:1]3[CH:2]=[CH:3][CH:4]=[CH:5][CH:6]=3)[N:11]=2)[CH2:13][CH2:14]1. (4) Given the reactants [C:1]([CH:5]1[N:14]2[C:9](=[CH:10][C:11](=[O:20])[C:12]([C:15]([O:17]CC)=[O:16])=[CH:13]2)[C:8]2[CH:21]=[C:22]([O:33][CH3:34])[C:23]([O:25][CH2:26][CH2:27][CH2:28][CH2:29][CH2:30][CH2:31][OH:32])=[CH:24][C:7]=2[CH2:6]1)([CH3:4])([CH3:3])[CH3:2].CO.O[Li].O, predict the reaction product. The product is: [C:1]([CH:5]1[N:14]2[C:9](=[CH:10][C:11](=[O:20])[C:12]([C:15]([OH:17])=[O:16])=[CH:13]2)[C:8]2[CH:21]=[C:22]([O:33][CH3:34])[C:23]([O:25][CH2:26][CH2:27][CH2:28][CH2:29][CH2:30][CH2:31][OH:32])=[CH:24][C:7]=2[CH2:6]1)([CH3:4])([CH3:2])[CH3:3]. (5) Given the reactants [I:1]N1C(=O)CCC1=O.[CH:9]1([C:12]2[CH:17]=[C:16]([C:18]([O:20][CH3:21])=[O:19])[C:15]([OH:22])=[CH:14][C:13]=2[C:23]2[CH:28]=[CH:27][C:26]([F:29])=[CH:25][CH:24]=2)[CH2:11][CH2:10]1.O.C(OCC)(=O)C, predict the reaction product. The product is: [CH:9]1([C:12]2[C:13]([C:23]3[CH:28]=[CH:27][C:26]([F:29])=[CH:25][CH:24]=3)=[C:14]([I:1])[C:15]([OH:22])=[C:16]([C:18]([O:20][CH3:21])=[O:19])[CH:17]=2)[CH2:11][CH2:10]1. (6) Given the reactants [F:1][C:2]1([F:11])[C:7](=[O:8])[O:6][C:4](=[O:5])[C:3]1([F:10])[F:9].[Cl:12][C:13]1[CH:32]=[CH:31][C:16]2[O:17][C:18]3[CH:30]=[CH:29][CH:28]=[CH:27][C:19]=3[C@@H:20]3[C@H:25]([NH2:26])[CH2:24][CH2:23][CH2:22][N:21]3[C:15]=2[CH:14]=1, predict the reaction product. The product is: [Cl:12][C:13]1[CH:32]=[CH:31][C:16]2[O:17][C:18]3[CH:30]=[CH:29][CH:28]=[CH:27][C:19]=3[C@@H:20]3[C@H:25]([NH:26][C:7](=[O:8])[C:2]([F:11])([F:1])[C:3]([F:10])([F:9])[C:4]([OH:6])=[O:5])[CH2:24][CH2:23][CH2:22][N:21]3[C:15]=2[CH:14]=1. (7) Given the reactants [O:1]([C:8]1[CH:13]=[CH:12][C:11]([OH:14])=[CH:10][CH:9]=1)[C:2]1[CH:7]=[CH:6][CH:5]=[CH:4][CH:3]=1.C1COCC1.[OH-].[Na+].C([O:29][C:30]1[CH:31]=[C:32](Br)[CH:33]=[CH:34][CH:35]=1)C1C=CC=CC=1, predict the reaction product. The product is: [O:1]([C:8]1[CH:9]=[CH:10][C:11]([O:14][C:34]2[CH:35]=[C:30]([OH:29])[CH:31]=[CH:32][CH:33]=2)=[CH:12][CH:13]=1)[C:2]1[CH:7]=[CH:6][CH:5]=[CH:4][CH:3]=1. (8) Given the reactants [Cl:1][C:2]1[CH:7]=[CH:6][C:5]([C@:8]2([O:26][C@H:25]([CH2:27][O:28]C(=O)C)[C@@H:20]([O:21]C(=O)C)[C@H:15]([O:16]C(=O)C)[C@H:10]2[O:11]C(=O)C)[OH:9])=[CH:4][C:3]=1[CH2:32][C:33]1[CH:38]=[CH:37][C:36]([C:39]#[C:40][C:41]2([OH:46])[CH2:45][CH2:44][CH2:43][CH2:42]2)=[CH:35][CH:34]=1.[OH-].[Na+].Cl, predict the reaction product. The product is: [Cl:1][C:2]1[CH:7]=[CH:6][C:5]([C@:8]2([O:26][C@H:25]([CH2:27][OH:28])[C@@H:20]([OH:21])[C@H:15]([OH:16])[C@H:10]2[OH:11])[OH:9])=[CH:4][C:3]=1[CH2:32][C:33]1[CH:38]=[CH:37][C:36]([C:39]#[C:40][C:41]2([OH:46])[CH2:42][CH2:43][CH2:44][CH2:45]2)=[CH:35][CH:34]=1. (9) Given the reactants [CH:1]([N:4]1[CH2:9][CH2:8][NH:7][CH2:6][CH2:5]1)([CH3:3])[CH3:2].[C:10]([C:12]1([NH:15][C:16]([C@H:18]2[CH2:22][C@H:21]([S:23]([C:26]3[CH:31]=[CH:30][C:29](Br)=[CH:28][C:27]=3[C:33]([F:36])([F:35])[F:34])(=[O:25])=[O:24])[CH2:20][C@@H:19]2[O:37][CH:38]2[CH2:42][CH2:41][CH2:40][CH2:39]2)=[O:17])[CH2:14][CH2:13]1)#[N:11].C(C1(NC([C@H]2C[C@H](S(C3C=CC(Br)=CC=3C(F)(F)F)(=O)=O)C[C@@H]2OC)=O)CC1)#N, predict the reaction product. The product is: [C:10]([C:12]1([NH:15][C:16]([C@H:18]2[CH2:22][C@H:21]([S:23]([C:26]3[CH:31]=[CH:30][C:29]([N:7]4[CH2:8][CH2:9][N:4]([CH:1]([CH3:3])[CH3:2])[CH2:5][CH2:6]4)=[CH:28][C:27]=3[C:33]([F:36])([F:35])[F:34])(=[O:25])=[O:24])[CH2:20][C@@H:19]2[O:37][CH:38]2[CH2:42][CH2:41][CH2:40][CH2:39]2)=[O:17])[CH2:14][CH2:13]1)#[N:11]. (10) Given the reactants [C:1]([CH2:4][CH2:5][CH2:6][NH:7][C:8](=[O:14])[O:9][C:10]([CH3:13])([CH3:12])[CH3:11])([OH:3])=[O:2].[CH2:15]1[CH2:20][CH2:19][CH:18](N=C=N[CH:15]2[CH2:20][CH2:19][CH2:18][CH2:17][CH2:16]2)[CH2:17][CH2:16]1.C1(O)C=CC=CC=1, predict the reaction product. The product is: [O:2]([C:1]([CH2:4][CH2:5][CH2:6][NH:7][C:8](=[O:14])[O:9][C:10]([CH3:11])([CH3:13])[CH3:12])=[O:3])[C:15]1[CH:20]=[CH:19][CH:18]=[CH:17][CH:16]=1.